This data is from Catalyst prediction with 721,799 reactions and 888 catalyst types from USPTO. The task is: Predict which catalyst facilitates the given reaction. (1) Reactant: [CH2:1]([O:3][C:4](=[O:14])[CH2:5][C:6]1[CH:11]=[CH:10][C:9]([OH:12])=[C:8]([Br:13])[CH:7]=1)[CH3:2].C(=O)([O-])[O-].[Cs+].[Cs+].[CH2:21](Br)[C:22]1[CH:27]=[CH:26][CH:25]=[CH:24][CH:23]=1. Product: [CH2:1]([O:3][C:4](=[O:14])[CH2:5][C:6]1[CH:11]=[CH:10][C:9]([O:12][CH2:21][C:22]2[CH:27]=[CH:26][CH:25]=[CH:24][CH:23]=2)=[C:8]([Br:13])[CH:7]=1)[CH3:2]. The catalyst class is: 23. (2) Reactant: [CH3:1][O:2][C:3]1[CH:8]=[CH:7][C:6]([OH:9])=[CH:5][CH:4]=1.[Br:10]Br. The catalyst class is: 3. Product: [Br:10][C:7]1[CH:8]=[C:3]([O:2][CH3:1])[CH:4]=[CH:5][C:6]=1[OH:9]. (3) Reactant: C(OC(=O)[CH:10]([C:30]1[CH:35]=[CH:34][N:33]=[CH:32][CH:31]=1)[C:11]([C:13]1[CH:14]=[N:15][CH:16]=[CH:17][C:18]=1[CH2:19][CH2:20][CH2:21][O:22][Si:23]([C:26]([CH3:29])([CH3:28])[CH3:27])([CH3:25])[CH3:24])=[O:12])C1C=CC=CC=1.C([O-])=O.[NH4+]. Product: [Si:23]([O:22][CH2:21][CH2:20][CH2:19][C:18]1[CH:17]=[CH:16][N:15]=[CH:14][C:13]=1[C:11](=[O:12])[CH2:10][C:30]1[CH:35]=[CH:34][N:33]=[CH:32][CH:31]=1)([C:26]([CH3:29])([CH3:27])[CH3:28])([CH3:24])[CH3:25]. The catalyst class is: 8. (4) Reactant: [CH3:1][S:2][CH3:3].[CH3:4][O:5][S:6]([C:9]([F:12])([F:11])[F:10])(=[O:8])=[O:7]. Product: [O-:8][S:6]([C:9]([F:12])([F:11])[F:10])(=[O:7])=[O:5].[CH3:1][S+:2]([CH3:4])[CH3:3]. The catalyst class is: 4. (5) Reactant: [NH:1]1[C:5]([C:6]2[O:10][N:9]=[C:8]([C:11]3[N:12]=[N:13][N:14]([CH2:16][C:17]4[CH:22]=[C:21]([Cl:23])[C:20]([Cl:24])=[C:19]([Cl:25])[CH:18]=4)[CH:15]=3)[N:7]=2)=[CH:4][CH:3]=[N:2]1.Br[CH2:27][C:28]([O:30][CH2:31][CH3:32])=[O:29].C(=O)([O-])[O-].[K+].[K+].CCOCC. Product: [Cl:23][C:21]1[CH:22]=[C:17]([CH:18]=[C:19]([Cl:25])[C:20]=1[Cl:24])[CH2:16][N:14]1[CH:15]=[C:11]([C:8]2[N:7]=[C:6]([C:5]3[CH:4]=[CH:3][N:2]([CH2:27][C:28]([O:30][CH2:31][CH3:32])=[O:29])[N:1]=3)[O:10][N:9]=2)[N:12]=[N:13]1. The catalyst class is: 18. (6) Reactant: [F:1][C:2]([F:20])([F:19])[C:3]1[CH:4]=[C:5]([CH:16]=[CH:17][CH:18]=1)[O:6][C:7]1[CH:8]=[C:9]([CH:13]=[CH:14][CH:15]=1)[C:10]([OH:12])=[O:11].CO.[CH3:23][Si](C=[N+]=[N-])(C)C.C(O)(=O)C. Product: [F:1][C:2]([F:19])([F:20])[C:3]1[CH:4]=[C:5]([CH:16]=[CH:17][CH:18]=1)[O:6][C:7]1[CH:8]=[C:9]([CH:13]=[CH:14][CH:15]=1)[C:10]([O:12][CH3:23])=[O:11]. The catalyst class is: 10. (7) Reactant: C(N(CC)CC)C.[C:8](OC(=O)C)(=[O:10])[CH3:9].[NH2:15][CH2:16][CH:17]([C:19]1[CH:24]=[CH:23][CH:22]=[C:21]([CH3:25])[N:20]=1)[OH:18]. Product: [OH:18][CH:17]([C:19]1[CH:24]=[CH:23][CH:22]=[C:21]([CH3:25])[N:20]=1)[CH2:16][NH:15][C:8](=[O:10])[CH3:9]. The catalyst class is: 13. (8) The catalyst class is: 14. Product: [CH3:17][O:16][CH2:15][CH2:14][CH2:13][O:12][C:8]1[CH:9]=[C:10]([CH3:11])[C:5]([C:3]2[N:19]=[C:20]([NH2:22])[S:21][CH:2]=2)=[C:6]([CH3:18])[CH:7]=1. Reactant: Br[CH2:2][C:3]([C:5]1[C:10]([CH3:11])=[CH:9][C:8]([O:12][CH2:13][CH2:14][CH2:15][O:16][CH3:17])=[CH:7][C:6]=1[CH3:18])=O.[NH2:19][C:20]([NH2:22])=[S:21].